From a dataset of Forward reaction prediction with 1.9M reactions from USPTO patents (1976-2016). Predict the product of the given reaction. Given the reactants [C:1]([O:5][C:6]([NH:8][C@H:9]([CH2:13][C:14]1[CH:19]=[CH:18][C:17]([O:20][CH3:21])=[CH:16][CH:15]=1)[C:10]([OH:12])=O)=[O:7])([CH3:4])([CH3:3])[CH3:2].[CH2:22]([C:27]1([C:31]2[CH:36]=[CH:35][C:34]([F:37])=[CH:33][CH:32]=2)[CH2:30][NH:29][CH2:28]1)[CH2:23][CH2:24][CH2:25][CH3:26].C(Cl)CCl.C1C=CC2N(O)N=NC=2C=1.C(N(CC)CC)C, predict the reaction product. The product is: [CH3:21][O:20][C:17]1[CH:18]=[CH:19][C:14]([CH2:13][C@@H:9]([NH:8][C:6](=[O:7])[O:5][C:1]([CH3:2])([CH3:3])[CH3:4])[C:10](=[O:12])[N:29]2[CH2:28][C:27]([CH2:22][CH2:23][CH2:24][CH2:25][CH3:26])([C:31]3[CH:36]=[CH:35][C:34]([F:37])=[CH:33][CH:32]=3)[CH2:30]2)=[CH:15][CH:16]=1.